Dataset: Reaction yield outcomes from USPTO patents with 853,638 reactions. Task: Predict the reaction yield, written as a fraction of the theoretical maximum amount of product (1.0 means a 100% yield; for example, 0.34 means a 34% yield). (1) The reactants are [F:1][C:2]1[CH:7]=[CH:6][C:5]([F:8])=[CH:4][C:3]=1[C@H:9]1[CH2:13][CH2:12][CH2:11][N:10]1[C:14]1[CH:19]=[CH:18][N:17]2[N:20]=[CH:21][C:22](/[CH:23]=[CH:24]/[C:25]([N:27]3[CH2:32][CH2:31][NH:30][CH2:29][CH2:28]3)=[O:26])=[C:16]2[N:15]=1.C=O.[C:35]([BH3-])#N.[Na+].[OH-].[Na+]. The catalyst is CO. The product is [F:1][C:2]1[CH:7]=[CH:6][C:5]([F:8])=[CH:4][C:3]=1[C@H:9]1[CH2:13][CH2:12][CH2:11][N:10]1[C:14]1[CH:19]=[CH:18][N:17]2[N:20]=[CH:21][C:22](/[CH:23]=[CH:24]/[C:25]([N:27]3[CH2:28][CH2:29][N:30]([CH3:35])[CH2:31][CH2:32]3)=[O:26])=[C:16]2[N:15]=1. The yield is 0.850. (2) The yield is 0.940. The catalyst is C(#N)C. The product is [Br:1][C:2]1[CH:10]=[CH:9][C:5]([CH2:6][CH2:7][NH:8][CH2:12][CH2:11][CH2:17][S:14]([OH:16])(=[O:15])=[O:13])=[CH:4][CH:3]=1. The reactants are [Br:1][C:2]1[CH:10]=[CH:9][C:5]([CH2:6][CH2:7][NH2:8])=[CH:4][CH:3]=1.[CH2:11]1[CH2:17][S:14](=[O:16])(=[O:15])[O:13][CH2:12]1.CC(=O)OCC.